Predict the reactants needed to synthesize the given product. From a dataset of Full USPTO retrosynthesis dataset with 1.9M reactions from patents (1976-2016). Given the product [C:14]([O:19][CH2:20][CH2:21][CH2:22][CH2:23][CH2:24][CH2:25][CH2:26][CH2:27]/[CH:28]=[CH:29]\[CH2:30][CH2:31][CH2:32][CH2:33][CH2:34][CH2:35][CH2:36][CH3:37])(=[O:18])[CH:15]=[CH2:16], predict the reactants needed to synthesize it. The reactants are: C(N)(=O)C=C.CC(C)=O.CC(C)=O.[C:14]([O:19][CH2:20][CH2:21][CH2:22][CH2:23][CH2:24][CH2:25][CH2:26][CH2:27]/[CH:28]=[CH:29]\[CH2:30][CH2:31][CH2:32][CH2:33][CH2:34][CH2:35][CH2:36][CH3:37])(=[O:18])[C:15](C)=[CH2:16].N(C(C)(C)C#N)=NC(C)(C)C#N.CO.